Dataset: Peptide-MHC class I binding affinity with 185,985 pairs from IEDB/IMGT. Task: Regression. Given a peptide amino acid sequence and an MHC pseudo amino acid sequence, predict their binding affinity value. This is MHC class I binding data. (1) The peptide sequence is LPEYGTLGLE. The MHC is HLA-B35:01 with pseudo-sequence HLA-B35:01. The binding affinity (normalized) is 0.223. (2) The peptide sequence is MIIGEPIIVA. The MHC is HLA-A02:03 with pseudo-sequence HLA-A02:03. The binding affinity (normalized) is 0.565. (3) The binding affinity (normalized) is 0. The MHC is HLA-A33:01 with pseudo-sequence HLA-A33:01. The peptide sequence is ILNKIVQLPK.